This data is from Catalyst prediction with 721,799 reactions and 888 catalyst types from USPTO. The task is: Predict which catalyst facilitates the given reaction. (1) Reactant: [NH2:1][C:2]1[CH:3]=[C:4](C(O)=O)[CH:5]=[C:6]([CH:10]=1)C(O)=O.[C:14](#[N:16])[CH3:15]. Product: [C:2](#[N:1])[C:10]1[C:15](=[CH:3][CH:4]=[CH:5][CH:6]=1)[C:14]#[N:16]. The catalyst class is: 6. (2) Reactant: [C:1]([C:5]1[CH:10]=[CH:9][C:8]([S:11]([N:14]2[C@@H:19]([CH3:20])[CH2:18][NH:17][CH2:16][C@@H:15]2[CH3:21])(=[O:13])=[O:12])=[CH:7][CH:6]=1)([CH3:4])([CH3:3])[CH3:2].Cl[C:23]1[C:28]([Cl:29])=[CH:27][CH:26]=[CH:25][N:24]=1.C(N(C(C)C)CC)(C)C. Product: [C:1]([C:5]1[CH:6]=[CH:7][C:8]([S:11]([N:14]2[C@@H:19]([CH3:20])[CH2:18][N:17]([C:23]3[C:28]([Cl:29])=[CH:27][CH:26]=[CH:25][N:24]=3)[CH2:16][C@@H:15]2[CH3:21])(=[O:13])=[O:12])=[CH:9][CH:10]=1)([CH3:4])([CH3:2])[CH3:3]. The catalyst class is: 155. (3) Reactant: [CH3:1][C@@H:2]1[CH2:7][CH2:6][C@H:5]([O:8][C:9]2[C:10]([C:21]([F:24])([F:23])[F:22])=[C:11]3[C:16](=[CH:17][CH:18]=2)[CH:15]=[C:14]([CH:19]=[O:20])[CH:13]=[CH:12]3)[CH2:4][CH2:3]1.[CH3:25]C(C)=O.C(=O)=O.C[Mg+].[Br-].C1(C)C=CC=CC=1.C1COCC1. Product: [CH3:1][C@@H:2]1[CH2:3][CH2:4][C@H:5]([O:8][C:9]2[C:10]([C:21]([F:22])([F:23])[F:24])=[C:11]3[C:16](=[CH:17][CH:18]=2)[CH:15]=[C:14]([CH:19]([OH:20])[CH3:25])[CH:13]=[CH:12]3)[CH2:6][CH2:7]1. The catalyst class is: 1.